This data is from Reaction yield outcomes from USPTO patents with 853,638 reactions. The task is: Predict the reaction yield, written as a fraction of the theoretical maximum amount of product (1.0 means a 100% yield; for example, 0.34 means a 34% yield). (1) The reactants are [Cl:1][C:2]1[CH:7]=[C:6]([CH:8]([OH:10])[CH3:9])[CH:5]=[CH:4][N:3]=1.[H-].[Na+].I[CH3:14].O. The catalyst is CN(C=O)C. The product is [Cl:1][C:2]1[CH:7]=[C:6]([CH:8]([O:10][CH3:14])[CH3:9])[CH:5]=[CH:4][N:3]=1. The yield is 0.367. (2) The reactants are [CH3:1][C@H:2]([C:15]([OH:17])=[O:16])[C:3]1[CH:4]=[CH:5][C:6]2[CH:7]=[C:8]([O:13]C)[CH:9]=[CH:10][C:11]=2[CH:12]=1. The catalyst is Br. The product is [OH:13][C:8]1[CH:7]=[C:6]2[C:11](=[CH:10][CH:9]=1)[CH:12]=[C:3]([CH:2]([CH3:1])[C:15]([OH:17])=[O:16])[CH:4]=[CH:5]2. The yield is 0.810.